Dataset: Reaction yield outcomes from USPTO patents with 853,638 reactions. Task: Predict the reaction yield, written as a fraction of the theoretical maximum amount of product (1.0 means a 100% yield; for example, 0.34 means a 34% yield). (1) The reactants are [C:1]([O:5][C:6](=[O:9])[NH:7][NH2:8])([CH3:4])([CH3:3])[CH3:2].CO[CH:12]1[CH2:16][CH2:15][CH:14](OC)O1.Cl.C(=O)(O)[O-].[Na+]. The catalyst is O1CCOCC1.C(OCC)C.CO. The product is [C:1]([O:5][C:6](=[O:9])[NH:7][N:8]1[CH:12]=[CH:16][CH:15]=[CH:14]1)([CH3:4])([CH3:3])[CH3:2]. The yield is 0.400. (2) The reactants are [CH2:1]([O:8][N:9]1[C:18]2[C:13](=[CH:14][CH:15]=[C:16]([C:19]([OH:21])=O)[CH:17]=2)[NH:12][C:11](=[O:22])[C:10]1=[O:23])[C:2]1[CH:7]=[CH:6][CH:5]=[CH:4][CH:3]=1.ON1C2C=CC=CC=2N=N1.Cl.CN(C)CCCN=C=NCC.Cl.[CH2:47]([O:54][NH2:55])[C:48]1[CH:53]=[CH:52][CH:51]=[CH:50][CH:49]=1.C(N(CC)CC)C. The catalyst is CN(C)C=O. The product is [CH2:1]([O:8][N:9]1[C:18]2[C:13](=[CH:14][CH:15]=[C:16]([C:19](=[O:21])[NH:55][O:54][CH2:47][C:48]3[CH:53]=[CH:52][CH:51]=[CH:50][CH:49]=3)[CH:17]=2)[NH:12][C:11](=[O:22])[C:10]1=[O:23])[C:2]1[CH:7]=[CH:6][CH:5]=[CH:4][CH:3]=1. The yield is 0.510. (3) The reactants are Cl[C:2]1[CH:7]=[C:6]([NH2:8])[CH:5]=[CH:4][N:3]=1.[N-:9]=[N+:10]=[N-:11].[Na+].[NH4+].[Cl-]. The catalyst is CN(C=O)C. The product is [N:9]([C:2]1[CH:7]=[C:6]([NH2:8])[CH:5]=[CH:4][N:3]=1)=[N+:10]=[N-:11]. The yield is 0.830. (4) The reactants are [CH2:1]([CH:8]1[CH2:12][O:11][C:10](=[O:13])[N:9]1[C:14](=[O:44])[CH:15]([C:20]1[CH:21]=[C:22]([C:34]2[CH:39]=[CH:38][C:37]([C:40]([F:43])([F:42])[F:41])=[CH:36][CH:35]=2)[CH:23]=[C:24]([O:26]CC2C=CC=CC=2)[CH:25]=1)[CH2:16][C:17]([CH3:19])=[CH2:18])[C:2]1[CH:7]=[CH:6][CH:5]=[CH:4][CH:3]=1. The catalyst is CO.[Pd]. The product is [CH2:1]([CH:8]1[CH2:12][O:11][C:10](=[O:13])[N:9]1[C:14](=[O:44])[CH:15]([C:20]1[CH:21]=[C:22]([C:34]2[CH:35]=[CH:36][C:37]([C:40]([F:42])([F:41])[F:43])=[CH:38][CH:39]=2)[CH:23]=[C:24]([OH:26])[CH:25]=1)[CH2:16][CH:17]([CH3:19])[CH3:18])[C:2]1[CH:7]=[CH:6][CH:5]=[CH:4][CH:3]=1. The yield is 0.930. (5) The reactants are [C:1]([O:4][NH:5][C:6]([C:8]1[CH:13]=[CH:12][C:11]([C:14]2[O:15][C:16]([C:19]3[CH:24]=[CH:23][C:22]([C:25](=[NH:31])[NH:26]OC(=O)C)=[CH:21][CH:20]=3)=[CH:17][CH:18]=2)=[CH:10][N:9]=1)=[NH:7])(=[O:3])[CH3:2].C(O)C. The catalyst is C(O)(=O)C.[Pd]. The product is [C:1]([OH:4])(=[O:3])[CH3:2].[C:25]([C:22]1[CH:21]=[CH:20][C:19]([C:16]2[O:15][C:14]([C:11]3[CH:12]=[CH:13][C:8]([C:6]([NH2:7])=[NH:5])=[N:9][CH:10]=3)=[CH:18][CH:17]=2)=[CH:24][CH:23]=1)(=[NH:26])[NH2:31]. The yield is 0.680. (6) The reactants are Br[C:2]1[S:6][C:5]([CH3:7])=[N:4][C:3]=1[CH:8]1[CH2:13][CH2:12][CH2:11][CH2:10][CH:9]1[C:14]([NH:16][CH2:17][C:18]#[N:19])=[O:15].[N:20]1([C:26]([C:28]2[CH:33]=[CH:32][C:31](B(O)O)=[CH:30][CH:29]=2)=[O:27])[CH2:25][CH2:24][O:23][CH2:22][CH2:21]1.C([O-])([O-])=O.[Na+].[Na+]. The catalyst is O1CCOCC1.O. The product is [C:18]([CH2:17][NH:16][C:14]([C@@H:9]1[CH2:10][CH2:11][CH2:12][CH2:13][C@H:8]1[C:3]1[N:4]=[C:5]([CH3:7])[S:6][C:2]=1[C:31]1[CH:30]=[CH:29][C:28]([C:26]([N:20]2[CH2:25][CH2:24][O:23][CH2:22][CH2:21]2)=[O:27])=[CH:33][CH:32]=1)=[O:15])#[N:19]. The yield is 0.478. (7) The reactants are [C:1]1([C:9]2[CH:14]=[CH:13][CH:12]=[CH:11][CH:10]=2)[CH:6]=[CH:5][CH:4]=[C:3]([C:7]#[N:8])[CH:2]=1.[H-].[Al+3].[Li+].[H-].[H-].[H-].CO.[Cl-].[NH4+]. The catalyst is O1CCCC1.O. The product is [C:1]1([C:9]2[CH:14]=[CH:13][CH:12]=[CH:11][CH:10]=2)[CH:6]=[CH:5][CH:4]=[C:3]([CH2:7][NH2:8])[CH:2]=1. The yield is 0.630.